This data is from Reaction yield outcomes from USPTO patents with 853,638 reactions. The task is: Predict the reaction yield, written as a fraction of the theoretical maximum amount of product (1.0 means a 100% yield; for example, 0.34 means a 34% yield). (1) The reactants are [Cl:1][C:2]1[C:3]([O:12][C:13]2[CH:18]=[C:17]([O:19][CH:20]([CH3:22])[CH3:21])[CH:16]=[CH:15][C:14]=2/[CH:23]=[C:24](\[CH3:30])/[C:25]([O:27]CC)=[O:26])=[N:4][CH:5]=[C:6]([C:8]([F:11])([F:10])[F:9])[CH:7]=1.C(O)C.O.[OH-].[Li+].Cl. The catalyst is O.O1CCCC1. The product is [Cl:1][C:2]1[C:3]([O:12][C:13]2[CH:18]=[C:17]([O:19][CH:20]([CH3:21])[CH3:22])[CH:16]=[CH:15][C:14]=2/[CH:23]=[C:24](\[CH3:30])/[C:25]([OH:27])=[O:26])=[N:4][CH:5]=[C:6]([C:8]([F:10])([F:9])[F:11])[CH:7]=1. The yield is 0.710. (2) The reactants are [Cl:1][C:2]1[N:3]=[C:4]([N:11]2[CH2:16][CH2:15][O:14][CH2:13][CH2:12]2)[C:5]2[S:10][CH:9]=[CH:8][C:6]=2[N:7]=1.[Li]CCCC.CCCCCC.CN([CH:31]=[O:32])C. The catalyst is C1COCC1. The product is [Cl:1][C:2]1[N:3]=[C:4]([N:11]2[CH2:16][CH2:15][O:14][CH2:13][CH2:12]2)[C:5]2[S:10][C:9]([CH:31]=[O:32])=[CH:8][C:6]=2[N:7]=1. The yield is 0.770. (3) The reactants are [CH3:1][C:2]1([CH3:24])[O:6][C@H:5]2[C@H:7]([N:14]3[C:18]4[N:19]=[CH:20][N:21]=[C:22]([CH3:23])[C:17]=4[CH:16]=[CH:15]3)[O:8][C@@H:9]([C:10](=O)[C:11]#[CH:12])[C@H:4]2[O:3]1.O.[NH2:26][NH2:27]. The catalyst is CCO. The product is [CH3:1][C:2]1([CH3:24])[O:3][C@@H:4]2[C@H:9]([C:10]3[NH:27][N:26]=[CH:12][CH:11]=3)[O:8][C@@H:7]([N:14]3[C:18]4[N:19]=[CH:20][N:21]=[C:22]([CH3:23])[C:17]=4[CH:16]=[CH:15]3)[C@@H:5]2[O:6]1. The yield is 0.220. (4) The reactants are [O:1]=[C:2]1[CH:25]=[C:24]([CH:26]2[CH2:31][CH2:30][N:29](C(OC(C)(C)C)=O)[CH2:28][CH2:27]2)[N:5]2[N:6]=[C:7]3[C:12]([C:11]([C:13]4[CH:18]=[CH:17][CH:16]=[CH:15][C:14]=4[O:19][C:20]([F:23])([F:22])[F:21])=[CH:10][CH:9]=[CH:8]3)=[C:4]2[NH:3]1.[ClH:39]. The catalyst is O1CCOCC1. The product is [ClH:39].[NH:29]1[CH2:30][CH2:31][CH:26]([C:24]2[N:5]3[N:6]=[C:7]4[C:12]([C:11]([C:13]5[CH:18]=[CH:17][CH:16]=[CH:15][C:14]=5[O:19][C:20]([F:21])([F:22])[F:23])=[CH:10][CH:9]=[CH:8]4)=[C:4]3[NH:3][C:2](=[O:1])[CH:25]=2)[CH2:27][CH2:28]1. The yield is 0.740. (5) The yield is 1.00. The product is [F:19][C:2]([F:1])([F:18])[C:3]1[CH:4]=[C:5]([C:9]2[CH2:13][CH:12]([C:14]([OH:16])=[O:15])[O:11][N:10]=2)[CH:6]=[CH:7][CH:8]=1. The catalyst is C1COCC1.O. The reactants are [F:1][C:2]([F:19])([F:18])[C:3]1[CH:4]=[C:5]([C:9]2[CH2:13][CH:12]([C:14]([O:16]C)=[O:15])[O:11][N:10]=2)[CH:6]=[CH:7][CH:8]=1.[OH-].[Na+].Cl. (6) The reactants are [Cl:1][C:2]1[CH:7]=[CH:6][C:5]([S:8]([NH:11][C:12]2[C:13]([C:19]3[N:20]([CH:29]([CH3:31])[CH3:30])[C:21]([C:24]([O:26]CC)=O)=[N:22][N:23]=3)=[N:14][CH:15]=[C:16]([Cl:18])[CH:17]=2)(=[O:10])=[O:9])=[CH:4][C:3]=1[C:32]([F:35])([F:34])[F:33].C1COCC1.[NH4+:41].[OH-]. The catalyst is CCOC(C)=O. The product is [Cl:1][C:2]1[CH:7]=[CH:6][C:5]([S:8]([NH:11][C:12]2[C:13]([C:19]3[N:20]([CH:29]([CH3:30])[CH3:31])[C:21]([C:24]([NH2:41])=[O:26])=[N:22][N:23]=3)=[N:14][CH:15]=[C:16]([Cl:18])[CH:17]=2)(=[O:10])=[O:9])=[CH:4][C:3]=1[C:32]([F:34])([F:35])[F:33]. The yield is 0.0800. (7) The reactants are [Br:1][C:2]1[CH:3]=[C:4]([NH:8][C:9]2[C:21]3[C:20]4[C:15](=[CH:16][CH:17]=[CH:18][CH:19]=4)[NH:14][C:13]=3[N:12]=[C:11]([NH:22]C(=O)C(C)(C)C)[N:10]=2)[CH:5]=[CH:6][CH:7]=1.[OH-].[Na+]. The catalyst is C(Cl)(Cl)Cl.CO. The product is [Br:1][C:2]1[CH:3]=[C:4]([NH:8][C:9]2[C:21]3[C:20]4[C:15](=[CH:16][CH:17]=[CH:18][CH:19]=4)[NH:14][C:13]=3[N:12]=[C:11]([NH2:22])[N:10]=2)[CH:5]=[CH:6][CH:7]=1. The yield is 0.760.